Dataset: Reaction yield outcomes from USPTO patents with 853,638 reactions. Task: Predict the reaction yield, written as a fraction of the theoretical maximum amount of product (1.0 means a 100% yield; for example, 0.34 means a 34% yield). (1) The reactants are [NH:1]1[C:9]2[C:4](=[CH:5][CH:6]=[CH:7][N:8]=2)[CH:3]=[CH:2]1.[Br:10]N1C(=O)CCC1=O. The catalyst is C1COCC1.S(=O)(=O)(O)O.[Cl-].[NH4+].C(OCC)(=O)C. The product is [Br:10][C:3]1[C:4]2[C:9](=[N:8][CH:7]=[CH:6][CH:5]=2)[NH:1][CH:2]=1. The yield is 0.750. (2) The reactants are [F:1][C:2]1[C:3]([N:9]=CN(C)C)=[N:4][C:5]([OH:8])=[N:6][CH:7]=1.[CH:14]1([N:19]=[C:20]=[O:21])[CH2:18][CH2:17][CH2:16][CH2:15]1. The catalyst is C(Cl)Cl. The product is [NH2:9][C:3]1[C:2]([F:1])=[CH:7][N:6]([C:20]([NH:19][CH:14]2[CH2:18][CH2:17][CH2:16][CH2:15]2)=[O:21])[C:5](=[O:8])[N:4]=1. The yield is 0.0500. (3) The reactants are [CH2:1]([O:3][C:4](=[O:42])[CH2:5][CH2:6][CH2:7][O:8][C:9]1[CH:14]=[CH:13][CH:12]=[C:11]([CH2:15][CH2:16][CH2:17][CH2:18][CH2:19][CH2:20][O:21][C:22]2[CH:27]=[C:26]([S:28]([CH:31]([CH3:33])[CH3:32])(=[O:30])=[O:29])[CH:25]=[C:24](Br)[CH:23]=2)[C:10]=1[CH2:35][CH2:36][C:37]([O:39][CH2:40][CH3:41])=[O:38])[CH3:2].[F:43][C:44]1[CH:49]=[CH:48][C:47](B(O)O)=[CH:46][CH:45]=1.C(=O)([O-])[O-].[Cs+].[Cs+]. The catalyst is C1C=CC(P(C2C=CC=CC=2)[C-]2C=CC=C2)=CC=1.C1C=CC(P(C2C=CC=CC=2)[C-]2C=CC=C2)=CC=1.Cl[Pd]Cl.[Fe+2]. The product is [CH2:1]([O:3][C:4](=[O:42])[CH2:5][CH2:6][CH2:7][O:8][C:9]1[CH:14]=[CH:13][CH:12]=[C:11]([CH2:15][CH2:16][CH2:17][CH2:18][CH2:19][CH2:20][O:21][C:22]2[CH:23]=[C:24]([C:47]3[CH:48]=[CH:49][C:44]([F:43])=[CH:45][CH:46]=3)[CH:25]=[C:26]([S:28]([CH:31]([CH3:33])[CH3:32])(=[O:30])=[O:29])[CH:27]=2)[C:10]=1[CH2:35][CH2:36][C:37]([O:39][CH2:40][CH3:41])=[O:38])[CH3:2]. The yield is 0.990. (4) The reactants are C[O:2][C:3](=[O:24])[C:4]1[CH:9]=[C:8]([C:10]2[S:11][CH:12]=[C:13]([C:15]3[CH:20]=[CH:19][C:18]([Cl:21])=[C:17]([Cl:22])[CH:16]=3)[N:14]=2)[CH:7]=[CH:6][C:5]=1Br.[N+:25]([C:28]1[CH:33]=[CH:32][C:31](B(O)O)=[CH:30][CH:29]=1)([O-:27])=[O:26]. No catalyst specified. The product is [Cl:22][C:17]1[CH:16]=[C:15]([C:13]2[N:14]=[C:10]([C:8]3[CH:9]=[C:4]([C:3]([OH:2])=[O:24])[C:5]([C:31]4[CH:32]=[CH:33][C:28]([N+:25]([O-:27])=[O:26])=[CH:29][CH:30]=4)=[CH:6][CH:7]=3)[S:11][CH:12]=2)[CH:20]=[CH:19][C:18]=1[Cl:21]. The yield is 0.180. (5) The reactants are F[C:2]1[C:3]([C:16]2[CH:21]=[CH:20][CH:19]=[CH:18][CH:17]=2)=[C:4]([CH3:15])[C:5]([C:13]#[N:14])=[C:6]2[C:10]=1[O:9][C:8]([NH:11][CH3:12])=[N:7]2.[CH2:22]([N:24]([CH2:27]C)[CH2:25][CH3:26])C.C[NH:30][C@H:31]1CCN[CH2:32]1. The product is [CH3:27][N:24]([CH3:22])[C@H:25]1[CH2:32][CH2:31][N:30]([C:2]2[C:3]([C:16]3[CH:21]=[CH:20][CH:19]=[CH:18][CH:17]=3)=[C:4]([CH3:15])[C:5]([C:13]#[N:14])=[C:6]3[C:10]=2[O:9][C:8]([NH:11][CH3:12])=[N:7]3)[CH2:26]1. The yield is 0.270. The catalyst is CS(C)=O.ClCCl. (6) The reactants are C([NH2:4])(=O)C.[C:5]([C:9]1[CH:49]=[CH:48][C:12]([C:13]([NH:15][C@H:16]([C:44]([O:46][CH3:47])=[O:45])[CH2:17][C:18]2[CH:43]=[CH:42][C:21]([C:22]([O:24][CH2:25][C:26]([C:28]3[CH:33]=[CH:32][C:31]([O:34][CH2:35][CH2:36][CH2:37][CH2:38][CH2:39][CH2:40][CH3:41])=[CH:30][CH:29]=3)=O)=O)=[CH:20][CH:19]=2)=[O:14])=[CH:11][CH:10]=1)([CH3:8])([CH3:7])[CH3:6]. The catalyst is CC(=O)OCC. The product is [C:5]([C:9]1[CH:49]=[CH:48][C:12]([C:13]([NH:15][C@@H:16]([CH2:17][C:18]2[CH:43]=[CH:42][C:21]([C:22]3[O:24][CH:25]=[C:26]([C:28]4[CH:33]=[CH:32][C:31]([O:34][CH2:35][CH2:36][CH2:37][CH2:38][CH2:39][CH2:40][CH3:41])=[CH:30][CH:29]=4)[N:4]=3)=[CH:20][CH:19]=2)[C:44]([O:46][CH3:47])=[O:45])=[O:14])=[CH:11][CH:10]=1)([CH3:8])([CH3:7])[CH3:6]. The yield is 0.160.